This data is from Rat liver microsome stability data. The task is: Regression/Classification. Given a drug SMILES string, predict its absorption, distribution, metabolism, or excretion properties. Task type varies by dataset: regression for continuous measurements (e.g., permeability, clearance, half-life) or binary classification for categorical outcomes (e.g., BBB penetration, CYP inhibition). Dataset: rlm. The molecule is COc1cc(-c2cn[nH]c2)cc2c(O)nc(C(N)c3cccc(Cl)c3)nc12. The result is 0 (unstable in rat liver microsomes).